This data is from Merck oncology drug combination screen with 23,052 pairs across 39 cell lines. The task is: Regression. Given two drug SMILES strings and cell line genomic features, predict the synergy score measuring deviation from expected non-interaction effect. (1) Drug 1: COc1cccc2c1C(=O)c1c(O)c3c(c(O)c1C2=O)CC(O)(C(=O)CO)CC3OC1CC(N)C(O)C(C)O1. Drug 2: COC1CC2CCC(C)C(O)(O2)C(=O)C(=O)N2CCCCC2C(=O)OC(C(C)CC2CCC(OP(C)(C)=O)C(OC)C2)CC(=O)C(C)C=C(C)C(O)C(OC)C(=O)C(C)CC(C)C=CC=CC=C1C. Cell line: A2780. Synergy scores: synergy=12.4. (2) Drug 1: C=CCn1c(=O)c2cnc(Nc3ccc(N4CCN(C)CC4)cc3)nc2n1-c1cccc(C(C)(C)O)n1. Drug 2: NC1CCCCC1N.O=C(O)C(=O)O.[Pt+2]. Cell line: SKOV3. Synergy scores: synergy=3.87. (3) Drug 1: CN1C(=O)C=CC2(C)C3CCC4(C)C(NC(=O)OCC(F)(F)F)CCC4C3CCC12. Drug 2: CCC1(O)C(=O)OCc2c1cc1n(c2=O)Cc2cc3c(CN(C)C)c(O)ccc3nc2-1. Cell line: SW620. Synergy scores: synergy=19.8. (4) Drug 1: O=C(CCCCCCC(=O)Nc1ccccc1)NO. Drug 2: CS(=O)(=O)CCNCc1ccc(-c2ccc3ncnc(Nc4ccc(OCc5cccc(F)c5)c(Cl)c4)c3c2)o1. Cell line: T47D. Synergy scores: synergy=-21.5. (5) Drug 1: NC(=O)c1cccc2cn(-c3ccc(C4CCCNC4)cc3)nc12. Drug 2: CNC(=O)c1cc(Oc2ccc(NC(=O)Nc3ccc(Cl)c(C(F)(F)F)c3)cc2)ccn1. Cell line: UWB1289. Synergy scores: synergy=1.39. (6) Drug 1: Cn1nnc2c(C(N)=O)ncn2c1=O. Drug 2: NC(=O)c1cccc2cn(-c3ccc(C4CCCNC4)cc3)nc12. Cell line: ES2. Synergy scores: synergy=29.1. (7) Drug 1: O=C(O)C1(Cc2cccc(Nc3nccs3)n2)CCC(Oc2cccc(Cl)c2F)CC1. Drug 2: CCC1(O)C(=O)OCc2c1cc1n(c2=O)Cc2cc3c(CN(C)C)c(O)ccc3nc2-1. Cell line: A2058. Synergy scores: synergy=13.6.